From a dataset of Forward reaction prediction with 1.9M reactions from USPTO patents (1976-2016). Predict the product of the given reaction. (1) Given the reactants Cl.[CH3:2][O:3][CH2:4][C:5]([N:7]1[CH2:12][CH2:11][N:10]([C:13]2[N:18]=[CH:17][C:16]([NH2:19])=[CH:15][CH:14]=2)[CH2:9][CH2:8]1)=[O:6].Cl[C:21]1[N:26]=[C:25]([C:27]2[S:31][C:30]([NH:32][CH2:33][CH3:34])=[N:29][C:28]=2[C:35]2[CH:40]=[C:39]([O:41][CH3:42])[CH:38]=[C:37]([CH3:43])[CH:36]=2)[CH:24]=[CH:23][N:22]=1, predict the reaction product. The product is: [CH2:33]([NH:32][C:30]1[S:31][C:27]([C:25]2[CH:24]=[CH:23][N:22]=[C:21]([NH:19][C:16]3[CH:17]=[N:18][C:13]([N:10]4[CH2:9][CH2:8][N:7]([C:5](=[O:6])[CH2:4][O:3][CH3:2])[CH2:12][CH2:11]4)=[CH:14][CH:15]=3)[N:26]=2)=[C:28]([C:35]2[CH:40]=[C:39]([O:41][CH3:42])[CH:38]=[C:37]([CH3:43])[CH:36]=2)[N:29]=1)[CH3:34]. (2) Given the reactants [C:1]([NH:5][S:6]([C:9]1[CH:14]=[CH:13][CH:12]=[C:11]([C:15]2[N:23]3[C:18]([CH:19]=[N:20][C:21](O)=[N:22]3)=[CH:17][CH:16]=2)[CH:10]=1)(=[O:8])=[O:7])([CH3:4])([CH3:3])[CH3:2].[CH3:25][S:26]([N:29]1[C:38]2[C:33](=[CH:34][CH:35]=[C:36]([NH2:39])[CH:37]=2)[CH2:32][CH2:31][CH2:30]1)(=[O:28])=[O:27], predict the reaction product. The product is: [C:1]([NH:5][S:6]([C:9]1[CH:14]=[CH:13][CH:12]=[C:11]([C:15]2[N:23]3[C:18]([CH:19]=[N:20][C:21]([NH:39][C:36]4[CH:37]=[C:38]5[C:33]([CH2:32][CH2:31][CH2:30][N:29]5[S:26]([CH3:25])(=[O:28])=[O:27])=[CH:34][CH:35]=4)=[N:22]3)=[CH:17][CH:16]=2)[CH:10]=1)(=[O:8])=[O:7])([CH3:4])([CH3:3])[CH3:2]. (3) The product is: [CH:20]1[C:21]2[N:8]([CH2:7][CH2:6][O:5][C:37]3[CH:36]=[CH:35][C:34]([CH2:33][CH:27]([O:26][CH2:22][CH2:23][CH2:24][CH3:25])[C:28]([O:30][CH2:31][CH3:32])=[O:29])=[CH:39][CH:38]=3)[C:9]3[C:14](=[CH:13][CH:12]=[CH:11][CH:10]=3)[O:15][C:16]=2[CH:17]=[CH:18][CH:19]=1. Given the reactants CS([O:5][CH2:6][CH2:7][N:8]1[C:21]2[CH:20]=[CH:19][CH:18]=[CH:17][C:16]=2[O:15][C:14]2[C:9]1=[CH:10][CH:11]=[CH:12][CH:13]=2)(=O)=O.[CH2:22]([O:26][CH:27]([CH2:33][C:34]1[CH:39]=[CH:38][C:37](O)=[CH:36][CH:35]=1)[C:28]([O:30][CH2:31][CH3:32])=[O:29])[CH2:23][CH2:24][CH3:25], predict the reaction product. (4) Given the reactants [CH2:1]([O:8][N:9]1[C:18]2[C:13](=[CH:14][C:15](Br)=[CH:16][N:17]=2)[C:12]([OH:20])=[C:11]([C:21]([O:23][CH2:24][CH3:25])=[O:22])[C:10]1=[O:26])[C:2]1[CH:7]=[CH:6][CH:5]=[CH:4][CH:3]=1.[N:27]1[CH:32]=[CH:31][C:30](B(O)O)=[CH:29][CH:28]=1, predict the reaction product. The product is: [CH2:1]([O:8][N:9]1[C:18]2[C:13](=[CH:14][C:15]([C:30]3[CH:31]=[CH:32][N:27]=[CH:28][CH:29]=3)=[CH:16][N:17]=2)[C:12]([OH:20])=[C:11]([C:21]([O:23][CH2:24][CH3:25])=[O:22])[C:10]1=[O:26])[C:2]1[CH:7]=[CH:6][CH:5]=[CH:4][CH:3]=1. (5) Given the reactants [F:1][C:2]1[CH:7]=[C:6]([F:8])[C:5]([CH3:9])=[CH:4][C:3]=1[OH:10].N1C=CN=C1.[CH3:16][CH:17]([Si:19](Cl)([CH:23]([CH3:25])[CH3:24])[CH:20]([CH3:22])[CH3:21])[CH3:18].O, predict the reaction product. The product is: [F:1][C:2]1[CH:7]=[C:6]([F:8])[C:5]([CH3:9])=[CH:4][C:3]=1[O:10][Si:19]([CH:23]([CH3:25])[CH3:24])([CH:20]([CH3:22])[CH3:21])[CH:17]([CH3:18])[CH3:16]. (6) Given the reactants [OH:1][C:2]1[C:11]2[C:6](=[CH:7][C:8]([CH2:12][C:13]3[CH:18]=[CH:17][CH:16]=[CH:15][CH:14]=3)=[CH:9][N:10]=2)[NH:5][C:4](=[O:19])[C:3]=1[C:20](OCC)=[O:21].[S:25]1[CH:29]=[CH:28][CH:27]=[C:26]1[CH2:30][NH2:31], predict the reaction product. The product is: [OH:1][C:2]1[C:11]2[C:6](=[CH:7][C:8]([CH2:12][C:13]3[CH:14]=[CH:15][CH:16]=[CH:17][CH:18]=3)=[CH:9][N:10]=2)[NH:5][C:4](=[O:19])[C:3]=1[C:20]([NH:31][CH2:30][C:26]1[S:25][CH:29]=[CH:28][CH:27]=1)=[O:21].